From a dataset of hERG Central: cardiac toxicity at 1µM, 10µM, and general inhibition. Predict hERG channel inhibition at various concentrations. (1) The molecule is CCCCOc1cc(C(=O)OCCN(CC)CC)ccc1N.Cl. Results: hERG_inhib (hERG inhibition (general)): blocker. (2) The compound is O=C(C[n+]1cnn(CC(=O)c2ccc(Cl)cc2Cl)c1)c1ccc([N+](=O)[O-])cc1.[Br-]. Results: hERG_inhib (hERG inhibition (general)): blocker.